This data is from Peptide-MHC class I binding affinity with 185,985 pairs from IEDB/IMGT. The task is: Regression. Given a peptide amino acid sequence and an MHC pseudo amino acid sequence, predict their binding affinity value. This is MHC class I binding data. (1) The peptide sequence is GPKVKQWPL. The MHC is HLA-B53:01 with pseudo-sequence HLA-B53:01. The binding affinity (normalized) is 0. (2) The peptide sequence is WLSQTTLSV. The MHC is HLA-A02:19 with pseudo-sequence HLA-A02:19. The binding affinity (normalized) is 0.936. (3) The peptide sequence is VLDQLRCNGV. The MHC is HLA-A02:06 with pseudo-sequence HLA-A02:06. The binding affinity (normalized) is 0.375. (4) The peptide sequence is KSLLLLNTR. The MHC is HLA-A31:01 with pseudo-sequence HLA-A31:01. The binding affinity (normalized) is 1.00. (5) The peptide sequence is IMDASSFTL. The MHC is HLA-A69:01 with pseudo-sequence HLA-A69:01. The binding affinity (normalized) is 0.362.